From a dataset of NCI-60 drug combinations with 297,098 pairs across 59 cell lines. Regression. Given two drug SMILES strings and cell line genomic features, predict the synergy score measuring deviation from expected non-interaction effect. (1) Drug 1: CNC(=O)C1=CC=CC=C1SC2=CC3=C(C=C2)C(=NN3)C=CC4=CC=CC=N4. Drug 2: CCC1=C2CN3C(=CC4=C(C3=O)COC(=O)C4(CC)O)C2=NC5=C1C=C(C=C5)O. Cell line: RPMI-8226. Synergy scores: CSS=25.2, Synergy_ZIP=3.06, Synergy_Bliss=4.60, Synergy_Loewe=-37.0, Synergy_HSA=-0.286. (2) Synergy scores: CSS=20.8, Synergy_ZIP=-4.99, Synergy_Bliss=-4.50, Synergy_Loewe=-21.4, Synergy_HSA=-4.64. Cell line: A498. Drug 1: COC1=C(C=C2C(=C1)N=CN=C2NC3=CC(=C(C=C3)F)Cl)OCCCN4CCOCC4. Drug 2: C(CN)CNCCSP(=O)(O)O. (3) Drug 1: C1=CC(=CC=C1CCCC(=O)O)N(CCCl)CCCl. Drug 2: CC1=C(C=C(C=C1)C(=O)NC2=CC(=CC(=C2)C(F)(F)F)N3C=C(N=C3)C)NC4=NC=CC(=N4)C5=CN=CC=C5. Cell line: NCI-H226. Synergy scores: CSS=18.3, Synergy_ZIP=0.704, Synergy_Bliss=3.90, Synergy_Loewe=1.83, Synergy_HSA=2.18. (4) Drug 1: CNC(=O)C1=CC=CC=C1SC2=CC3=C(C=C2)C(=NN3)C=CC4=CC=CC=N4. Drug 2: C1=NC(=NC(=O)N1C2C(C(C(O2)CO)O)O)N. Cell line: HT29. Synergy scores: CSS=13.1, Synergy_ZIP=0.712, Synergy_Bliss=10.1, Synergy_Loewe=8.23, Synergy_HSA=8.24. (5) Drug 1: C1=CN(C=N1)CC(O)(P(=O)(O)O)P(=O)(O)O. Drug 2: CC1C(C(CC(O1)OC2CC(CC3=C2C(=C4C(=C3O)C(=O)C5=C(C4=O)C(=CC=C5)OC)O)(C(=O)CO)O)N)O.Cl. Cell line: HCT116. Synergy scores: CSS=34.2, Synergy_ZIP=-0.239, Synergy_Bliss=-1.76, Synergy_Loewe=-29.9, Synergy_HSA=-2.21. (6) Drug 1: C1=C(C(=O)NC(=O)N1)F. Drug 2: CC1=C2C(C(=O)C3(C(CC4C(C3C(C(C2(C)C)(CC1OC(=O)C(C(C5=CC=CC=C5)NC(=O)C6=CC=CC=C6)O)O)OC(=O)C7=CC=CC=C7)(CO4)OC(=O)C)O)C)OC(=O)C. Cell line: NCI-H322M. Synergy scores: CSS=32.9, Synergy_ZIP=-8.54, Synergy_Bliss=-10.4, Synergy_Loewe=-6.88, Synergy_HSA=-4.86. (7) Drug 1: CC1C(C(CC(O1)OC2CC(CC3=C2C(=C4C(=C3O)C(=O)C5=C(C4=O)C(=CC=C5)OC)O)(C(=O)C)O)N)O.Cl. Drug 2: CC1CCC2CC(C(=CC=CC=CC(CC(C(=O)C(C(C(=CC(C(=O)CC(OC(=O)C3CCCCN3C(=O)C(=O)C1(O2)O)C(C)CC4CCC(C(C4)OC)OCCO)C)C)O)OC)C)C)C)OC. Cell line: M14. Synergy scores: CSS=33.2, Synergy_ZIP=11.0, Synergy_Bliss=15.6, Synergy_Loewe=14.4, Synergy_HSA=16.1. (8) Drug 1: CN1CCC(CC1)COC2=C(C=C3C(=C2)N=CN=C3NC4=C(C=C(C=C4)Br)F)OC. Drug 2: C1C(C(OC1N2C=NC3=C(N=C(N=C32)Cl)N)CO)O. Cell line: CAKI-1. Synergy scores: CSS=40.1, Synergy_ZIP=-9.80, Synergy_Bliss=-0.300, Synergy_Loewe=1.39, Synergy_HSA=1.76. (9) Drug 1: CN1C2=C(C=C(C=C2)N(CCCl)CCCl)N=C1CCCC(=O)O.Cl. Drug 2: C#CCC(CC1=CN=C2C(=N1)C(=NC(=N2)N)N)C3=CC=C(C=C3)C(=O)NC(CCC(=O)O)C(=O)O. Cell line: SK-MEL-28. Synergy scores: CSS=-3.55, Synergy_ZIP=1.89, Synergy_Bliss=2.49, Synergy_Loewe=-2.05, Synergy_HSA=-2.89. (10) Drug 1: CC1CCC2CC(C(=CC=CC=CC(CC(C(=O)C(C(C(=CC(C(=O)CC(OC(=O)C3CCCCN3C(=O)C(=O)C1(O2)O)C(C)CC4CCC(C(C4)OC)OCCO)C)C)O)OC)C)C)C)OC. Drug 2: CNC(=O)C1=NC=CC(=C1)OC2=CC=C(C=C2)NC(=O)NC3=CC(=C(C=C3)Cl)C(F)(F)F. Cell line: LOX IMVI. Synergy scores: CSS=10.1, Synergy_ZIP=-8.46, Synergy_Bliss=-11.2, Synergy_Loewe=-44.2, Synergy_HSA=-12.3.